This data is from Full USPTO retrosynthesis dataset with 1.9M reactions from patents (1976-2016). The task is: Predict the reactants needed to synthesize the given product. (1) Given the product [Cl:33][C:2]1[CH:3]=[C:4]([C:24]([F:27])([F:26])[F:25])[N:5]2[CH2:22][CH2:21][N:20]([CH3:23])[C:7]3([CH2:12][CH2:11][N:10]([C:13]([O:15][C:16]([CH3:19])([CH3:18])[CH3:17])=[O:14])[CH2:9][CH2:8]3)[C:6]=12, predict the reactants needed to synthesize it. The reactants are: Br[C:2]1[CH:3]=[C:4]([C:24]([F:27])([F:26])[F:25])[N:5]2[CH2:22][CH2:21][N:20]([CH3:23])[C:7]3([CH2:12][CH2:11][N:10]([C:13]([O:15][C:16]([CH3:19])([CH3:18])[CH3:17])=[O:14])[CH2:9][CH2:8]3)[C:6]=12.[Li]CCCC.[Cl:33]C(Cl)(Cl)C(Cl)(Cl)Cl. (2) Given the product [Cl:20][C:21]1[CH:22]=[CH:23][N:24]=[C:25]([O:29][CH3:30])[C:26]=1[C:27]1[NH:11][C:10]2=[CH:9][C:8]3[C:7](=[O:12])[N:6]([CH2:13][CH2:14][N:15]([CH3:16])[CH3:17])[C:5](=[O:18])[C:4]=3[C:3]([CH3:19])=[C:2]2[N:1]=1, predict the reactants needed to synthesize it. The reactants are: [NH2:1][C:2]1[C:3]([CH3:19])=[C:4]2[C:8](=[CH:9][C:10]=1[NH2:11])[C:7](=[O:12])[N:6]([CH2:13][CH2:14][N:15]([CH3:17])[CH3:16])[C:5]2=[O:18].[Cl:20][C:21]1[C:26]([CH:27]=O)=[C:25]([O:29][CH3:30])[N:24]=[CH:23][CH:22]=1. (3) Given the product [C:12]([C:9]1[C:10]([F:11])=[C:6]([C:4]([OH:5])=[O:3])[N:7]([CH3:16])[N:8]=1)([CH3:15])([CH3:13])[CH3:14], predict the reactants needed to synthesize it. The reactants are: C([O:3][C:4]([C:6]1[N:7]([CH3:16])[N:8]=[C:9]([C:12]([CH3:15])([CH3:14])[CH3:13])[C:10]=1[F:11])=[O:5])C.[OH-].[Na+]. (4) Given the product [C:57]([C:52]1[CH:53]=[C:54]2[C:49](=[C:50]([F:61])[CH:51]=1)[C:48](=[O:62])[N:47]([C:33]1[C:32]([CH2:31][OH:30])=[C:37]([C:2]3[CH:3]=[C:4]([NH:9][C:10]4[CH:15]=[CH:14][C:13]([N:16]5[CH2:21][CH2:20][N:19]([CH:22]6[CH2:25][O:24][CH2:23]6)[CH2:18][C@@H:17]5[CH3:26])=[CH:12][N:11]=4)[C:5](=[O:8])[NH:6][CH:7]=3)[CH:36]=[CH:35][N:34]=1)[N:56]=[CH:55]2)([CH3:60])([CH3:58])[CH3:59], predict the reactants needed to synthesize it. The reactants are: Cl[C:2]1[CH:3]=[C:4]([NH:9][C:10]2[CH:15]=[CH:14][C:13]([N:16]3[CH2:21][CH2:20][N:19]([CH:22]4[CH2:25][O:24][CH2:23]4)[CH2:18][C@@H:17]3[CH3:26])=[CH:12][N:11]=2)[C:5](=[O:8])[NH:6][CH:7]=1.C([O:30][CH2:31][C:32]1[C:33]([N:47]2[N:56]=[CH:55][C:54]3[C:49](=[C:50]([F:61])[CH:51]=[C:52]([C:57]([CH3:60])([CH3:59])[CH3:58])[CH:53]=3)[C:48]2=[O:62])=[N:34][CH:35]=[CH:36][C:37]=1B1OC(C)(C)C(C)(C)O1)(=O)C.C1CCC(P(C2CCCCC2)C2CCCCC2)CC1.C([O-])([O-])=O.[Cs+].[Cs+]. (5) Given the product [I:36][CH2:4][C@@H:3]1[CH2:2][CH2:1][N:5]([C@H:11]([C:13]2[CH:14]=[CH:15][CH:16]=[CH:17][CH:18]=2)[CH3:12])[C@@H:6]1[C:7]([O:9][CH3:10])=[O:8], predict the reactants needed to synthesize it. The reactants are: [CH2:1]([N:5]([C@H:11]([C:13]1[CH:18]=[CH:17][CH:16]=[CH:15][CH:14]=1)[CH3:12])[CH2:6][C:7]([O:9][CH3:10])=[O:8])[CH2:2][CH:3]=[CH2:4].C(=O)=O.CC(C)=O.C[Si]([N-][Si](C)(C)C)(C)C.[Li+].[I:36]I. (6) The reactants are: [NH2:1][CH2:2][CH2:3][O:4][CH2:5][CH2:6][N:7]1[C:19]2[C:18]3[CH:17]=[CH:16][CH:15]=[CH:14][C:13]=3[N:12]=[C:11]([NH2:20])[C:10]=2[N:9]=[C:8]1[CH2:21][CH3:22].C(N(CC)CC)C.[CH3:30][S:31](Cl)(=[O:33])=[O:32].O. Given the product [NH2:20][C:11]1[C:10]2[N:9]=[C:8]([CH2:21][CH3:22])[N:7]([CH2:6][CH2:5][O:4][CH2:3][CH2:2][NH:1][S:31]([CH3:30])(=[O:33])=[O:32])[C:19]=2[C:18]2[CH:17]=[CH:16][CH:15]=[CH:14][C:13]=2[N:12]=1, predict the reactants needed to synthesize it.